From a dataset of Forward reaction prediction with 1.9M reactions from USPTO patents (1976-2016). Predict the product of the given reaction. (1) Given the reactants [Br:1][C:2]1[CH:8]=[CH:7][C:5]([NH2:6])=[CH:4][CH:3]=1.C(=O)(O)[O-].[Na+].Cl[C:15]([O:17][CH2:18][CH:19]([CH3:21])[CH3:20])=[O:16], predict the reaction product. The product is: [Br:1][C:2]1[CH:8]=[CH:7][C:5]([NH:6][C:15](=[O:16])[O:17][CH2:18][CH:19]([CH3:21])[CH3:20])=[CH:4][CH:3]=1. (2) Given the reactants CC([N:5]([C@@H:9]([CH3:35])[C:10]([NH:12][C@@H:13]([CH2:27][CH2:28][C:29]1[CH:34]=[CH:33][CH:32]=[CH:31][CH:30]=1)/[CH:14]=[CH:15]/[C:16]([NH:18][C:19]1[CH:24]=[CH:23][C:22]([O:25][CH3:26])=[CH:21][CH:20]=1)=[O:17])=[O:11])C(=O)[O-])(C)C.[ClH:36].C([O-])(O)=O.[Na+], predict the reaction product. The product is: [ClH:36].[NH2:5][C@H:9]([C:10]([NH:12][C@@H:13]([CH2:27][CH2:28][C:29]1[CH:34]=[CH:33][CH:32]=[CH:31][CH:30]=1)/[CH:14]=[CH:15]/[C:16]([NH:18][C:19]1[CH:20]=[CH:21][C:22]([O:25][CH3:26])=[CH:23][CH:24]=1)=[O:17])=[O:11])[CH3:35].